This data is from Reaction yield outcomes from USPTO patents with 853,638 reactions. The task is: Predict the reaction yield, written as a fraction of the theoretical maximum amount of product (1.0 means a 100% yield; for example, 0.34 means a 34% yield). The reactants are [CH:1]([C:4]1[C:9](=[O:10])[NH:8][C:7](=[O:11])[NH:6][C:5]=1OC1C=C(C=C(C)C=1)C#N)([CH3:3])[CH3:2].[C:22](=[O:25])([O-])[O-].[K+].[K+].[I-].[Li+].Cl[CH2:31][C:32]1[CH:37]=[C:36]([CH3:38])[N:35]=[C:34]([N:39]2[C:47](=[O:48])[C:46]3[C:41](=[CH:42][CH:43]=[CH:44][CH:45]=3)[C:40]2=[O:49])[CH:33]=1.C[N:51]([CH:53]=O)C. No catalyst specified. The product is [O:49]=[C:40]1[C:41]2[C:46](=[CH:45][CH:44]=[CH:43][CH:42]=2)[C:47](=[O:48])[N:39]1[C:34]1[CH:33]=[C:32]([CH2:31][N:6]2[C:5]([C:22]([C:45]3[CH:44]=[C:43]([CH:42]=[C:41]([CH3:40])[CH:46]=3)[C:53]#[N:51])=[O:25])=[C:4]([CH:1]([CH3:2])[CH3:3])[C:9](=[O:10])[NH:8][C:7]2=[O:11])[CH:37]=[C:36]([CH3:38])[N:35]=1. The yield is 0.450.